From a dataset of Retrosynthesis with 50K atom-mapped reactions and 10 reaction types from USPTO. Predict the reactants needed to synthesize the given product. (1) The reactants are: CCOCc1cc(-c2ccc3c(c2)c2cc(-c4ccc(F)cc4)c(=O)n(C)c2n3C)n[nH]1.CI. Given the product CCOCc1cc(-c2ccc3c(c2)c2cc(-c4ccc(F)cc4)c(=O)n(C)c2n3C)nn1C, predict the reactants needed to synthesize it. (2) Given the product O=C(c1cn(CC2CCNC2)c2cc(Cl)ccc12)N1CCC2(CC1)OCc1ccccc12, predict the reactants needed to synthesize it. The reactants are: CS(=O)(=O)OCC1CCNC1.O=C(c1c[nH]c2cc(Cl)ccc12)N1CCC2(CC1)OCc1ccccc12. (3) Given the product Cc1cc(Nc2nc(Nc3cc(C)c([C@H]4CC[C@@H](N5CCOCC5)CC4)cc3C)ncc2C(F)(F)F)n[nH]1, predict the reactants needed to synthesize it. The reactants are: C1COCCN1.Cc1cc(Nc2nc(Nc3cc(C)c(C4CCC(=O)CC4)cc3C)ncc2C(F)(F)F)n[nH]1.